Predict which catalyst facilitates the given reaction. From a dataset of Catalyst prediction with 721,799 reactions and 888 catalyst types from USPTO. (1) Reactant: [CH3:1][N:2]1[CH2:7][CH2:6][N:5]([C:8]2[CH:13]=[CH:12][C:11]([N+:14]([O-])=O)=[CH:10][CH:9]=2)[CH2:4][CH2:3]1.[H][H]. Product: [CH3:1][N:2]1[CH2:3][CH2:4][N:5]([C:8]2[CH:13]=[CH:12][C:11]([NH2:14])=[CH:10][CH:9]=2)[CH2:6][CH2:7]1. The catalyst class is: 19. (2) Reactant: Br[C:2]1[S:3][CH:4]=[CH:5][N:6]=1.[NH2:7][C:8]1[CH:9]=[CH:10][C:11]([Cl:15])=[C:12]([OH:14])[CH:13]=1.Cl. Product: [Cl:15][C:11]1[CH:10]=[CH:9][C:8]([NH:7][C:2]2[S:3][CH:4]=[CH:5][N:6]=2)=[CH:13][C:12]=1[OH:14]. The catalyst class is: 14. (3) Reactant: O=[C:2]([CH3:21])[CH2:3][C:4]1([C:17](OC)=[O:18])[CH2:9][CH2:8][N:7]([C:10]([O:12][C:13]([CH3:16])([CH3:15])[CH3:14])=[O:11])[CH2:6][CH2:5]1.C([O-])(=O)C.[NH4+].C([BH3-])#[N:28].[Na+].S([O-])([O-])(=O)=O.[Mg+2]. Product: [CH3:21][CH:2]1[CH2:3][C:4]2([CH2:9][CH2:8][N:7]([C:10]([O:12][C:13]([CH3:16])([CH3:15])[CH3:14])=[O:11])[CH2:6][CH2:5]2)[C:17](=[O:18])[NH:28]1. The catalyst class is: 5. (4) Reactant: [CH3:1][S:2][C:3]1[CH:8]=[CH:7][C:6]([CH:9]=[CH:10][C:11]([NH2:13])=[O:12])=[CH:5][CH:4]=1.[Cl:14][CH:15](Cl)[C:16](=O)[CH3:17]. Product: [Cl:14][CH2:15][C:16]1[N:13]=[C:11]([CH:10]=[CH:9][C:6]2[CH:5]=[CH:4][C:3]([S:2][CH3:1])=[CH:8][CH:7]=2)[O:12][CH:17]=1. The catalyst class is: 113. (5) Reactant: C([N:8]1[CH2:13][CH2:12][C:11]2([C:17]3[CH:18]=[C:19]([F:22])[CH:20]=[CH:21][C:16]=3[CH2:15][O:14]2)[CH2:10][CH2:9]1)C1C=CC=CC=1. Product: [F:22][C:19]1[CH:20]=[CH:21][C:16]2[CH2:15][O:14][C:11]3([CH2:10][CH2:9][NH:8][CH2:13][CH2:12]3)[C:17]=2[CH:18]=1. The catalyst class is: 29.